Dataset: Catalyst prediction with 721,799 reactions and 888 catalyst types from USPTO. Task: Predict which catalyst facilitates the given reaction. (1) Reactant: F[C:2]1[CH:7]=[CH:6][C:5]([N+:8]([O-:10])=[O:9])=[CH:4][CH:3]=1.[S:11]1[CH:15]=[CH:14][CH:13]=[C:12]1[CH2:16][CH2:17][NH2:18].C([O-])([O-])=O.[K+].[K+]. Product: [N+:8]([C:5]1[CH:6]=[CH:7][C:2]([NH:18][CH2:17][CH2:16][C:12]2[S:11][CH:15]=[CH:14][CH:13]=2)=[CH:3][CH:4]=1)([O-:10])=[O:9]. The catalyst class is: 60. (2) Reactant: [H-].[H-].[H-].[H-].[Li+].[Al+3].C([O:9][C:10](=O)[C:11]([CH3:31])([CH3:30])[CH2:12][CH2:13][CH2:14][O:15][CH2:16][CH2:17][O:18][CH2:19][CH2:20][CH2:21][C:22]([C:25](OCC)=[O:26])([CH3:24])[CH3:23])C. Product: [OH:26][CH2:25][C:22]([CH3:24])([CH3:23])[CH2:21][CH2:20][CH2:19][O:18][CH2:17][CH2:16][O:15][CH2:14][CH2:13][CH2:12][C:11]([CH3:31])([CH3:30])[CH2:10][OH:9]. The catalyst class is: 237. (3) Reactant: [F:1][C:2]([F:24])([F:23])[C:3]1[CH:4]=[CH:5][C:6]([CH2:9][CH:10]2[CH2:14][CH2:13][CH2:12][CH:11]2[NH:15]C(=O)OC(C)(C)C)=[N:7][CH:8]=1.[ClH:25]. Product: [ClH:25].[F:23][C:2]([F:1])([F:24])[C:3]1[CH:4]=[CH:5][C:6]([CH2:9][CH:10]2[CH2:14][CH2:13][CH2:12][CH:11]2[NH2:15])=[N:7][CH:8]=1. The catalyst class is: 12. (4) Reactant: [CH2:1]([O:3][C:4]1[CH:5]=[C:6]([CH:9]=[CH:10][C:11]=1O)[CH:7]=[O:8])[CH3:2].[CH:13]1(Br)[CH2:15][CH2:14]1.C([O-])([O-])=[O:18].[K+].[K+]. Product: [CH:13]1([O:18][C:5]2[C:4]([O:3][CH2:1][CH3:2])=[CH:11][CH:10]=[CH:9][C:6]=2[CH:7]=[O:8])[CH2:15][CH2:14]1. The catalyst class is: 3. (5) Product: [NH2:16][C:14]1[C:13]([O:19][CH3:20])=[CH:12][C:9]2[CH2:10][CH2:11][N:5]([C:3](=[O:4])[C:2]([F:1])([F:21])[F:22])[CH2:6][CH2:7][C:8]=2[CH:15]=1. The catalyst class is: 19. Reactant: [F:1][C:2]([F:22])([F:21])[C:3]([N:5]1[CH2:11][CH2:10][C:9]2[CH:12]=[C:13]([O:19][CH3:20])[C:14]([N+:16]([O-])=O)=[CH:15][C:8]=2[CH2:7][CH2:6]1)=[O:4].